From a dataset of Peptide-MHC class I binding affinity with 185,985 pairs from IEDB/IMGT. Regression. Given a peptide amino acid sequence and an MHC pseudo amino acid sequence, predict their binding affinity value. This is MHC class I binding data. (1) The peptide sequence is GVRLLAHVI. The binding affinity (normalized) is 0. The MHC is HLA-A68:02 with pseudo-sequence HLA-A68:02. (2) The peptide sequence is KVLSIMAFIL. The MHC is HLA-A68:02 with pseudo-sequence HLA-A68:02. The binding affinity (normalized) is 0.261.